From a dataset of NCI-60 drug combinations with 297,098 pairs across 59 cell lines. Regression. Given two drug SMILES strings and cell line genomic features, predict the synergy score measuring deviation from expected non-interaction effect. (1) Drug 1: CC1CCC2CC(C(=CC=CC=CC(CC(C(=O)C(C(C(=CC(C(=O)CC(OC(=O)C3CCCCN3C(=O)C(=O)C1(O2)O)C(C)CC4CCC(C(C4)OC)OCCO)C)C)O)OC)C)C)C)OC. Drug 2: C1=CN(C=N1)CC(O)(P(=O)(O)O)P(=O)(O)O. Cell line: U251. Synergy scores: CSS=3.61, Synergy_ZIP=-2.22, Synergy_Bliss=4.56, Synergy_Loewe=-15.5, Synergy_HSA=-1.07. (2) Cell line: OVCAR3. Synergy scores: CSS=9.07, Synergy_ZIP=-3.17, Synergy_Bliss=-3.22, Synergy_Loewe=-17.0, Synergy_HSA=-7.59. Drug 1: CCN(CC)CCNC(=O)C1=C(NC(=C1C)C=C2C3=C(C=CC(=C3)F)NC2=O)C. Drug 2: CCN(CC)CCCC(C)NC1=C2C=C(C=CC2=NC3=C1C=CC(=C3)Cl)OC. (3) Drug 1: CN1CCC(CC1)COC2=C(C=C3C(=C2)N=CN=C3NC4=C(C=C(C=C4)Br)F)OC. Drug 2: C1=NNC2=C1C(=O)NC=N2. Cell line: SK-MEL-5. Synergy scores: CSS=-1.26, Synergy_ZIP=4.09, Synergy_Bliss=7.38, Synergy_Loewe=0.604, Synergy_HSA=1.17.